From a dataset of Full USPTO retrosynthesis dataset with 1.9M reactions from patents (1976-2016). Predict the reactants needed to synthesize the given product. (1) The reactants are: [Cl:1][C:2]1[CH:3]=[N:4][C:5]2[N:6]([N:8]=[C:9]([C:11]([OH:13])=O)[CH:10]=2)[CH:7]=1.[Br:14][C:15]1[CH:16]=[C:17]([C:21]2[CH2:22][CH:23]([CH3:27])[NH:24][CH2:25][CH:26]=2)[CH:18]=[CH:19][CH:20]=1. Given the product [Br:14][C:15]1[CH:16]=[C:17]([C:21]2[CH2:22][CH:23]([CH3:27])[N:24]([C:11]([C:9]3[CH:10]=[C:5]4[N:4]=[CH:3][C:2]([Cl:1])=[CH:7][N:6]4[N:8]=3)=[O:13])[CH2:25][CH:26]=2)[CH:18]=[CH:19][CH:20]=1, predict the reactants needed to synthesize it. (2) Given the product [NH2:42][C:34]1[CH:35]=[N:36][N:37]([CH2:38][CH2:39][O:40][CH3:41])[C:33]=1[C:25]1[CH:26]=[C:27]2[C:22](=[CH:23][N:24]=1)[CH2:21][N:20]([C:10]1[C:11]([F:19])=[C:12]([O:17][CH3:18])[CH:13]=[C:14]([O:15][CH3:16])[C:9]=1[F:8])[C:29](=[O:30])[C:28]12[CH2:31][CH2:32]1, predict the reactants needed to synthesize it. The reactants are: Cl.O1CCOCC1.[F:8][C:9]1[C:14]([O:15][CH3:16])=[CH:13][C:12]([O:17][CH3:18])=[C:11]([F:19])[C:10]=1[N:20]1[C:29](=[O:30])[C:28]2([CH2:32][CH2:31]2)[C:27]2[C:22](=[CH:23][N:24]=[C:25]([C:33]3[N:37]([CH2:38][CH2:39][O:40][CH3:41])[N:36]=[CH:35][C:34]=3[N+:42]([O-])=O)[CH:26]=2)[CH2:21]1.